This data is from Peptide-MHC class II binding affinity with 134,281 pairs from IEDB. The task is: Regression. Given a peptide amino acid sequence and an MHC pseudo amino acid sequence, predict their binding affinity value. This is MHC class II binding data. (1) The peptide sequence is REYPTIKQKKPDFIL. The MHC is DRB3_0202 with pseudo-sequence DRB3_0202. The binding affinity (normalized) is 0. (2) The peptide sequence is GRSLRLSCAASGFTF. The MHC is HLA-DQA10102-DQB10602 with pseudo-sequence HLA-DQA10102-DQB10602. The binding affinity (normalized) is 0.646. (3) The peptide sequence is IPVFLQEALNIALVA. The MHC is DRB1_0901 with pseudo-sequence DRB1_0901. The binding affinity (normalized) is 0.0653.